This data is from NCI-60 drug combinations with 297,098 pairs across 59 cell lines. The task is: Regression. Given two drug SMILES strings and cell line genomic features, predict the synergy score measuring deviation from expected non-interaction effect. Synergy scores: CSS=-1.63, Synergy_ZIP=-0.214, Synergy_Bliss=-3.05, Synergy_Loewe=-3.84, Synergy_HSA=-3.54. Cell line: NCI-H460. Drug 1: C1CC(=O)NC(=O)C1N2C(=O)C3=CC=CC=C3C2=O. Drug 2: COC1=C2C(=CC3=C1OC=C3)C=CC(=O)O2.